This data is from Acute oral toxicity (LD50) regression data from Zhu et al.. The task is: Regression/Classification. Given a drug SMILES string, predict its toxicity properties. Task type varies by dataset: regression for continuous values (e.g., LD50, hERG inhibition percentage) or binary classification for toxic/non-toxic outcomes (e.g., AMES mutagenicity, cardiotoxicity, hepatotoxicity). Dataset: ld50_zhu. The molecule is O=c1nc(-c2ccccc2)c2cc(Cl)ccc2n1CC1CC1. The rat oral LD50 is 2.19, given as -log10 of the dose in mol/kg body weight (higher means more acutely toxic).